Predict the reactants needed to synthesize the given product. From a dataset of Full USPTO retrosynthesis dataset with 1.9M reactions from patents (1976-2016). (1) Given the product [Br:1][CH2:2][CH2:3][O:4][P:9]([N:8]([CH:16]([CH3:18])[CH3:17])[CH:5]([CH3:6])[CH3:7])[O:10][CH2:11][CH2:12][C:13]#[N:14], predict the reactants needed to synthesize it. The reactants are: [Br:1][CH2:2][CH2:3][OH:4].[CH:5]([N:8]([CH:16]([CH3:18])[CH3:17])[P:9](Cl)[O:10][CH2:11][CH2:12][C:13]#[N:14])([CH3:7])[CH3:6].N1C=NN=N1. (2) Given the product [C:1]([O:5][C:6](=[O:25])[CH2:7][N:8]([C:18]([O:20][C:21]([CH3:24])([CH3:23])[CH3:22])=[O:19])[CH2:9][C:10]1[CH:15]=[CH:14][CH:13]=[C:12]([C:16](=[NH:17])[NH:26][OH:27])[CH:11]=1)([CH3:4])([CH3:3])[CH3:2], predict the reactants needed to synthesize it. The reactants are: [C:1]([O:5][C:6](=[O:25])[CH2:7][N:8]([C:18]([O:20][C:21]([CH3:24])([CH3:23])[CH3:22])=[O:19])[CH2:9][C:10]1[CH:15]=[CH:14][CH:13]=[C:12]([C:16]#[N:17])[CH:11]=1)([CH3:4])([CH3:3])[CH3:2].[NH2:26][OH:27]. (3) The reactants are: [Br:1][C:2]1[CH:10]=[CH:9][C:5]([C:6]([OH:8])=O)=[C:4]([CH2:11][O:12][C:13]2[CH:18]=[CH:17][C:16]([F:19])=[CH:15][CH:14]=2)[CH:3]=1.FC(F)(F)C(OC(=O)C(F)(F)F)=O.[OH-].[Na+]. Given the product [Br:1][C:2]1[CH:10]=[CH:9][C:5]2[C:6](=[O:8])[C:14]3[CH:15]=[C:16]([F:19])[CH:17]=[CH:18][C:13]=3[O:12][CH2:11][C:4]=2[CH:3]=1, predict the reactants needed to synthesize it. (4) Given the product [C:12]([C:14]1[S:15][C:16]([C:26]2[CH:31]=[CH:30][N:29]=[C:28]([NH:32][C:33](=[O:36])[CH2:34][CH3:35])[CH:27]=2)=[C:17]([C:19]2[CH:24]=[CH:23][CH:22]=[C:21]([CH3:25])[CH:20]=2)[N:18]=1)(=[O:11])[CH3:13], predict the reactants needed to synthesize it. The reactants are: CS(C)=O.C(Cl)(=O)C(Cl)=O.[OH:11][CH:12]([C:14]1[S:15][C:16]([C:26]2[CH:31]=[CH:30][N:29]=[C:28]([NH:32][C:33](=[O:36])[CH2:34][CH3:35])[CH:27]=2)=[C:17]([C:19]2[CH:24]=[CH:23][CH:22]=[C:21]([CH3:25])[CH:20]=2)[N:18]=1)[CH3:13].C(N(CC)CC)C.C(=O)([O-])O.[Na+].